Task: Binary Classification. Given a drug SMILES string, predict its activity (active/inactive) in a high-throughput screening assay against a specified biological target.. Dataset: HIV replication inhibition screening data with 41,000+ compounds from the AIDS Antiviral Screen (1) The molecule is CC1(C)C(c2ccccc2)=NN(O)c2ccccc21. The result is 0 (inactive). (2) The compound is O=C(c1ccccc1)N1OCCC1Nc1ccc(Br)cc1. The result is 0 (inactive). (3) The drug is S=C1N=C(NC2CCCCC2)C2(CCN(CCc3ccccc3)CC2)N1c1ccccc1. The result is 0 (inactive). (4) The molecule is CC(=O)OC1CC2(C)C(C(C)=O)CCC2C2CC=C3CC(O)CCC3(C)C12. The result is 0 (inactive). (5) The drug is Cc1c(N)nc(C(CC(N)=O)NCC(N)C(N)=O)nc1C(=O)NC(C(=O)NC(C)C(O)C(C)C(=O)NC(C(=O)NCCc1nc(-c2nc(C(=O)NCCCNCCCCN)cs2)cs1)C(C)O)C(OC1OC(CO)C(O)C(O)C1OC1OC(CO)C(O)C(OC(N)=O)C1O)c1c[nH]cn1.O=S(=O)(O)O. The result is 0 (inactive). (6) The drug is Nc1ncnc2c1ncn2C1C=CC(COS(N)(=O)=O)C1. The result is 0 (inactive). (7) The result is 0 (inactive). The drug is O=C(C=Cc1ccc(Br)cc1)c1ccccc1.